Dataset: Catalyst prediction with 721,799 reactions and 888 catalyst types from USPTO. Task: Predict which catalyst facilitates the given reaction. (1) Reactant: [F:1][C:2]1[C:3]([N+:12]([O-:14])=[O:13])=[CH:4][C:5]([O:10][CH3:11])=[C:6]([CH:9]=1)[CH:7]=[O:8].CC1C=CC(S([CH2:25][N+:26]#[C-:27])(=O)=O)=CC=1.C(=O)([O-])[O-].[K+].[K+]. Product: [F:1][C:2]1[C:3]([N+:12]([O-:14])=[O:13])=[CH:4][C:5]([O:10][CH3:11])=[C:6]([C:7]2[O:8][CH:27]=[N:26][CH:25]=2)[CH:9]=1. The catalyst class is: 5. (2) The catalyst class is: 20. Product: [C:2]([O:5][C@@H:6]1[C@@H:11]([O:12][C:13](=[O:15])[CH3:14])[C@@H:10]([O:16][C:17](=[O:19])[CH3:18])[C@@H:9]([CH2:20][O:21][C:22](=[O:24])[CH3:23])[O:8][C@:7]21[C:32]1[C:27](=[CH:28][C:29]([Cl:48])=[C:30]([CH2:33][C:34]3[CH:35]=[CH:36][C:37]([OH:40])=[CH:38][CH:39]=3)[CH:31]=1)[CH2:26][O:25]2)(=[O:4])[CH3:3]. Reactant: [F-].[C:2]([O:5][C@@H:6]1[C@@H:11]([O:12][C:13](=[O:15])[CH3:14])[C@@H:10]([O:16][C:17](=[O:19])[CH3:18])[C@@H:9]([CH2:20][O:21][C:22](=[O:24])[CH3:23])[O:8][C@:7]21[C:32]1[C:27](=[CH:28][C:29]([Cl:48])=[C:30]([CH2:33][C:34]3[CH:39]=[CH:38][C:37]([O:40][Si](C(C)(C)C)(C)C)=[CH:36][CH:35]=3)[CH:31]=1)[CH2:26][O:25]2)(=[O:4])[CH3:3]. (3) Reactant: [F:1][C:2]1[CH:3]=[C:4]([C:25]([O:27]CC)=O)[C:5]2[C:6](=O)[CH:7]([C:18]3[CH:23]=[CH:22][CH:21]=[CH:20][CH:19]=3)[CH:8]([C:12]3[N:13]([CH3:17])[CH:14]=[CH:15][N:16]=3)[NH:9][C:10]=2[CH:11]=1.O.[NH2:31][NH2:32]. Product: [F:1][C:2]1[CH:11]=[C:10]2[NH:9][CH:8]([C:12]3[N:13]([CH3:17])[CH:14]=[CH:15][N:16]=3)[CH:7]([C:18]3[CH:19]=[CH:20][CH:21]=[CH:22][CH:23]=3)[C:6]3=[N:31][NH:32][C:25](=[O:27])[C:4]([CH:3]=1)=[C:5]23. The catalyst class is: 5.